Predict the reactants needed to synthesize the given product. From a dataset of Full USPTO retrosynthesis dataset with 1.9M reactions from patents (1976-2016). (1) The reactants are: [CH3:1][O:2][C:3]([C@H:5]1[N:10]([C:11]2[N:16]=[C:15]([C:17]([F:20])([F:19])[F:18])[C:14]([C:21]([O:23][CH3:24])=[O:22])=[CH:13][N:12]=2)[CH2:9][CH2:8][N:7]([C:25](OC(C)(C)C)=O)[CH2:6]1)=[O:4].Cl.[CH2:33]([C:40]1[C:49]2[C:44](=[CH:45][CH:46]=[CH:47][CH:48]=2)C(Cl)=[N:42][N:41]=1)[C:34]1[CH:39]=[CH:38][CH:37]=[CH:36][CH:35]=1.[CH2:51](N(CC)CC)C. Given the product [CH2:24]([O:23][C:21]([C:14]1[C:15]([C:17]([F:20])([F:19])[F:18])=[N:16][C:11]([N:10]2[CH2:9][CH2:8][N:7]([C:25]3[C:48]4[C:49](=[CH:44][CH:45]=[CH:46][CH:47]=4)[C:40]([CH2:33][C:34]4[CH:39]=[CH:38][CH:37]=[CH:36][CH:35]=4)=[N:41][N:42]=3)[CH2:6][C@H:5]2[C:3]([O:2][CH3:1])=[O:4])=[N:12][CH:13]=1)=[O:22])[CH3:51], predict the reactants needed to synthesize it. (2) Given the product [O:1]([CH:2]([C:4]1[N:9]=[N:8][C:7]([C:10]([O:12][CH3:13])=[O:11])=[CH:6][CH:5]=1)[CH3:3])[C:14]1[CH:19]=[CH:18][CH:17]=[CH:16][CH:15]=1, predict the reactants needed to synthesize it. The reactants are: [OH:1][CH:2]([C:4]1[N:9]=[N:8][C:7]([C:10]([O:12][CH3:13])=[O:11])=[CH:6][CH:5]=1)[CH3:3].[C:14]1(O)[CH:19]=[CH:18][CH:17]=[CH:16][CH:15]=1.C1(P(C2C=CC=CC=2)C2C=CC=CC=2)C=CC=CC=1.N(C(OC(C)C)=O)=NC(OC(C)C)=O. (3) Given the product [CH3:25][N:26]1[CH2:27][CH2:28][N:29]([C:32]2[CH:37]=[CH:36][C:35]([NH:38][CH:2]=[C:3]3[C:11]4[C:6](=[CH:7][CH:8]=[C:9]([C:12]([C:14]5[CH:19]=[CH:18][C:17]([NH:20][C:21](=[O:23])[CH3:22])=[CH:16][CH:15]=5)=[O:13])[CH:10]=4)[NH:5][C:4]3=[O:24])=[CH:34][CH:33]=2)[CH2:30][CH2:31]1, predict the reactants needed to synthesize it. The reactants are: O[CH:2]=[C:3]1[C:11]2[C:6](=[CH:7][CH:8]=[C:9]([C:12]([C:14]3[CH:19]=[CH:18][C:17]([NH:20][C:21](=[O:23])[CH3:22])=[CH:16][CH:15]=3)=[O:13])[CH:10]=2)[NH:5][C:4]1=[O:24].[CH3:25][N:26]1[CH2:31][CH2:30][N:29]([C:32]2[CH:37]=[CH:36][C:35]([NH2:38])=[CH:34][CH:33]=2)[CH2:28][CH2:27]1.